Task: Predict the product of the given reaction.. Dataset: Forward reaction prediction with 1.9M reactions from USPTO patents (1976-2016) (1) Given the reactants [NH2:1][C:2]1[NH:3][C:4](=[O:12])[C:5]2[S:10][C:9](=[O:11])[NH:8][C:6]=2[N:7]=1.[CH3:13][CH:14]([CH3:34])[C:15]([O:17][C@H:18]([C@@H:21]1[CH2:25][C@@H:24]([O:26][C:27](=[O:29])[CH3:28])[C@@H:23](OC(=O)C)[O:22]1)[CH2:19][CH3:20])=[O:16].[Si](OS(C(F)(F)F)(=O)=O)(C)(C)C, predict the reaction product. The product is: [CH3:34][CH:14]([CH3:13])[C:15]([O:17][C@H:18]([C@@H:21]1[CH2:25][C@@H:24]([O:26][C:27](=[O:29])[CH3:28])[C@H:23]([N:8]2[C:6]3[N:7]=[C:2]([NH2:1])[NH:3][C:4](=[O:12])[C:5]=3[S:10][C:9]2=[O:11])[O:22]1)[CH2:19][CH3:20])=[O:16]. (2) Given the reactants [CH2:1]([N:8]1[CH2:14][CH2:13][CH2:12][C:11]2([CH2:23][C:22](=[O:24])[C:21]3[C:16](=[CH:17][CH:18]=[C:19](/[CH:25]=[CH:26]/[C:27](O)=[O:28])[CH:20]=3)[O:15]2)[CH2:10][CH2:9]1)[C:2]1[CH:7]=[CH:6][CH:5]=[CH:4][CH:3]=1.[NH2:30][O:31][CH:32]1[CH2:37][CH2:36][CH2:35][CH2:34][O:33]1, predict the reaction product. The product is: [CH2:1]([N:8]1[CH2:14][CH2:13][CH2:12][C:11]2([CH2:23][C:22](=[O:24])[C:21]3[C:16](=[CH:17][CH:18]=[C:19](/[CH:25]=[CH:26]/[C:27]([NH:30][O:31][CH:32]4[CH2:37][CH2:36][CH2:35][CH2:34][O:33]4)=[O:28])[CH:20]=3)[O:15]2)[CH2:10][CH2:9]1)[C:2]1[CH:3]=[CH:4][CH:5]=[CH:6][CH:7]=1. (3) Given the reactants [F:1][C:2]1[CH:3]=[C:4]([C:19]2[CH:24]=[CH:23][C:22]([C:25]([C@@H:27]3[CH2:31][CH2:30][CH2:29][C@H:28]3[C:32]([O:34]C)=[O:33])=[O:26])=[CH:21][CH:20]=2)[CH:5]=[CH:6][C:7]=1[NH:8][C:9]1[O:10][C:11]2[CH:17]=[C:16]([CH3:18])[CH:15]=[CH:14][C:12]=2[N:13]=1.[OH-].[Na+], predict the reaction product. The product is: [F:1][C:2]1[CH:3]=[C:4]([C:19]2[CH:24]=[CH:23][C:22]([C:25]([C@@H:27]3[CH2:31][CH2:30][CH2:29][C@H:28]3[C:32]([OH:34])=[O:33])=[O:26])=[CH:21][CH:20]=2)[CH:5]=[CH:6][C:7]=1[NH:8][C:9]1[O:10][C:11]2[CH:17]=[C:16]([CH3:18])[CH:15]=[CH:14][C:12]=2[N:13]=1. (4) The product is: [C:22]1([CH:28]([C:31]2[CH:32]=[CH:33][CH:34]=[CH:35][CH:36]=2)[CH2:29][S:1][C:2]2[S:3][C:4]3[CH2:10][O:9][C:8]4[C:11]([O:15][CH2:16][C:17]([OH:19])=[O:18])=[CH:12][CH:13]=[CH:14][C:7]=4[C:5]=3[N:6]=2)[CH:27]=[CH:26][CH:25]=[CH:24][CH:23]=1. Given the reactants [SH:1][C:2]1[S:3][C:4]2[CH2:10][O:9][C:8]3[C:11]([O:15][CH2:16][C:17]([O:19]CC)=[O:18])=[CH:12][CH:13]=[CH:14][C:7]=3[C:5]=2[N:6]=1.[C:22]1([CH:28]([C:31]2[CH:36]=[CH:35][CH:34]=[CH:33][CH:32]=2)[CH2:29]I)[CH:27]=[CH:26][CH:25]=[CH:24][CH:23]=1, predict the reaction product. (5) Given the reactants B.C(N(CC)C1C=CC=CC=1)C.C1CCCCC=1.C([O:21][CH:22](OCC)[CH2:23][CH2:24][CH2:25][CH2:26][CH2:27][CH2:28][CH2:29][C:30]#[C:31][C:32]#[C:33][CH2:34][CH3:35])C.C(O)(=O)C.[OH-].[Na+].OO.C(O)(=O)C(O)=O, predict the reaction product. The product is: [CH:22](=[O:21])[CH2:23][CH2:24][CH2:25][CH2:26][CH2:27][CH2:28][CH2:29]/[CH:30]=[CH:31]\[CH:32]=[CH:33]/[CH2:34][CH3:35].